From a dataset of Rat liver microsome stability data. Regression/Classification. Given a drug SMILES string, predict its absorption, distribution, metabolism, or excretion properties. Task type varies by dataset: regression for continuous measurements (e.g., permeability, clearance, half-life) or binary classification for categorical outcomes (e.g., BBB penetration, CYP inhibition). Dataset: rlm. (1) The result is 1 (stable in rat liver microsomes). The molecule is O=C(Cn1c2ncccc2c(=O)n1-c1ccccc1)Nc1ccc(Cl)cc1C(F)(F)F. (2) The molecule is Clc1ccc(Nc2nc(-c3ccncc3)nc3ccccc23)cc1Cl. The result is 1 (stable in rat liver microsomes). (3) The drug is Cc1cnc(-c2ccccc2C(C)C)nc1NCC1CN(c2cccnc2)C1. The result is 1 (stable in rat liver microsomes).